Dataset: Forward reaction prediction with 1.9M reactions from USPTO patents (1976-2016). Task: Predict the product of the given reaction. The product is: [C:1]1([C@@H:7]([NH:9][C:10]2[N:15]=[C:14]([N:16]3[C:20]4[CH:21]=[C:22]([NH:25][C:26](=[O:33])[C:27]5[CH:32]=[CH:31][CH:30]=[CH:29][CH:28]=5)[CH:23]=[CH:24][C:19]=4[N:18]=[CH:17]3)[CH:13]=[N:12][CH:11]=2)[CH3:8])[CH:6]=[CH:5][CH:4]=[CH:3][CH:2]=1. Given the reactants [C:1]1([C@@H:7]([NH:9][C:10]2[N:15]=[C:14]([N:16]3[C:20]4[CH:21]=[C:22]([NH2:25])[CH:23]=[CH:24][C:19]=4[N:18]=[CH:17]3)[CH:13]=[N:12][CH:11]=2)[CH3:8])[CH:6]=[CH:5][CH:4]=[CH:3][CH:2]=1.[C:26](Cl)(=[O:33])[C:27]1[CH:32]=[CH:31][CH:30]=[CH:29][CH:28]=1, predict the reaction product.